From a dataset of Reaction yield outcomes from USPTO patents with 853,638 reactions. Predict the reaction yield, written as a fraction of the theoretical maximum amount of product (1.0 means a 100% yield; for example, 0.34 means a 34% yield). (1) The reactants are [Cl:1][C:2]1[CH:3]=[C:4]([CH:6]=[CH:7][CH:8]=1)[NH2:5].Cl.[N:10]([O-])=O.[Na+].C([O-])(=O)C.[Na+].[Cl:19][CH:20]([S:24]([CH3:27])(=[O:26])=[O:25])C(=O)C. The catalyst is O.CC(C)=O.C(O)(=O)C. The product is [Cl:1][C:2]1[CH:3]=[C:4]([NH:5][N:10]=[C:20]([Cl:19])[S:24]([CH3:27])(=[O:26])=[O:25])[CH:6]=[CH:7][CH:8]=1. The yield is 0.810. (2) The product is [Br:1][C:2]1[CH:3]=[C:4]([CH2:5][N:15]([CH3:16])[CH3:14])[CH:7]=[C:8]([C:10]([F:13])([F:12])[F:11])[CH:9]=1. The reactants are [Br:1][C:2]1[CH:3]=[C:4]([CH:7]=[C:8]([C:10]([F:13])([F:12])[F:11])[CH:9]=1)[CH:5]=O.[CH3:14][NH:15][CH3:16].C(O[BH-](OC(=O)C)OC(=O)C)(=O)C.[Na+]. The catalyst is C(Cl)Cl.C1COCC1. The yield is 0.740. (3) The reactants are C[O:2][C:3]([C:5]1[CH:6]=[CH:7][C:8]2[O:12][C:11]([C:13]3[CH:18]=[CH:17][CH:16]=[CH:15][CH:14]=3)=[CH:10][C:9]=2[CH:19]=1)=[O:4].O[Li].O. The catalyst is C(O)C. The product is [C:13]1([C:11]2[O:12][C:8]3[CH:7]=[CH:6][C:5]([C:3]([OH:4])=[O:2])=[CH:19][C:9]=3[CH:10]=2)[CH:14]=[CH:15][CH:16]=[CH:17][CH:18]=1. The yield is 0.440.